Dataset: Full USPTO retrosynthesis dataset with 1.9M reactions from patents (1976-2016). Task: Predict the reactants needed to synthesize the given product. (1) Given the product [CH3:1][O:2][CH2:3][CH2:4][CH2:5][N:6]1[C:11]2[CH:12]=[C:13]([CH2:16][O:17][CH:18]3[CH:23]([C:24]4[CH:29]=[CH:28][C:27]([O:30][CH:31]5[CH2:32][N:33]([C:35]6[S:36][CH:37]=[CH:38][N:39]=6)[CH2:34]5)=[CH:26][CH:25]=4)[CH2:22][CH2:21][NH:20][CH2:19]3)[CH:14]=[CH:15][C:10]=2[O:9][CH2:8][CH2:7]1, predict the reactants needed to synthesize it. The reactants are: [CH3:1][O:2][CH2:3][CH2:4][CH2:5][N:6]1[C:11]2[CH:12]=[C:13]([CH2:16][O:17][CH:18]3[CH:23]([C:24]4[CH:29]=[CH:28][C:27]([O:30][CH:31]5[CH2:34][N:33]([C:35]6[S:36][CH:37]=[CH:38][N:39]=6)[CH2:32]5)=[CH:26][CH:25]=4)[CH2:22][CH2:21][N:20](C(OCC4C=CC=CC=4)=O)[CH2:19]3)[CH:14]=[CH:15][C:10]=2[O:9][CH2:8][CH2:7]1.CO.[OH-].[K+]. (2) Given the product [C:12]([O:11][C:9]([NH:1][C:2]1[CH:7]=[CH:6][CH:5]=[C:4]([OH:8])[CH:3]=1)=[O:10])([CH3:15])([CH3:14])[CH3:13], predict the reactants needed to synthesize it. The reactants are: [NH2:1][C:2]1[CH:7]=[CH:6][CH:5]=[C:4]([OH:8])[CH:3]=1.[C:9](O[C:9]([O:11][C:12]([CH3:15])([CH3:14])[CH3:13])=[O:10])([O:11][C:12]([CH3:15])([CH3:14])[CH3:13])=[O:10]. (3) Given the product [O:1]=[C:2]1[N:11]([C:12]2[CH:16]=[C:15]([S:17]([N:20]3[C:26]4[CH:27]=[CH:28][CH:29]=[CH:30][C:25]=4[CH2:24][CH2:23][CH2:22][CH2:21]3)(=[O:19])=[O:18])[S:14][C:13]=2[C:31]#[N:33])[C:10](=[O:34])[C:9]2[C:4](=[CH:5][CH:6]=[CH:7][CH:8]=2)[NH:3]1, predict the reactants needed to synthesize it. The reactants are: [O:1]=[C:2]1[N:11]([C:12]2[CH:16]=[C:15]([S:17]([N:20]3[C:26]4[CH:27]=[CH:28][CH:29]=[CH:30][C:25]=4[CH2:24][CH2:23][CH2:22][CH2:21]3)(=[O:19])=[O:18])[S:14][C:13]=2[C:31]([NH2:33])=O)[C:10](=[O:34])[C:9]2[C:4](=[CH:5][CH:6]=[CH:7][CH:8]=2)[NH:3]1.CN(C=O)C.S(Cl)(Cl)=O.C(=O)([O-])O.[Na+]. (4) Given the product [CH2:3]([N:10]1[C:14]2[CH:15]=[CH:16][C:17]3[CH2:23][CH2:24][C:19](=[O:21])[C:18]=3[C:13]=2[N:12]=[C:11]1[CH3:29])[C:4]1[CH:9]=[CH:8][CH:7]=[CH:6][CH:5]=1, predict the reactants needed to synthesize it. The reactants are: [H-].[Na+].[CH2:3]([N:10]1[C:14]2[CH:15]=[CH:16][C:17]([CH2:23][CH2:24]C(OC)=O)=[C:18]([C:19]([O:21]C)=O)[C:13]=2[N:12]=[C:11]1[CH3:29])[C:4]1[CH:9]=[CH:8][CH:7]=[CH:6][CH:5]=1.Cl.[OH-].[Na+].